Dataset: Forward reaction prediction with 1.9M reactions from USPTO patents (1976-2016). Task: Predict the product of the given reaction. (1) Given the reactants [C:1]1([C:30]2[CH:35]=[CH:34][CH:33]=[CH:32][CH:31]=2)[C:2]([C:7]([N:9]2[CH2:14][C:13](=O)[CH2:12][CH2:11][CH:10]2[CH2:16][NH:17][C:18]([C:20]2[CH:21]=[CH:22][CH:23]=[C:24]3[C:29]=2[N:28]=[CH:27][CH:26]=[CH:25]3)=[O:19])=[O:8])=[CH:3][CH:4]=[CH:5][CH:6]=1.[CH2:36]([NH2:43])[C:37]1[CH:42]=[CH:41][CH:40]=[CH:39][CH:38]=1, predict the reaction product. The product is: [CH2:36]([NH:43][CH:13]1[CH2:14][N:9]([C:7]([C:2]2[C:1]([C:30]3[CH:31]=[CH:32][CH:33]=[CH:34][CH:35]=3)=[CH:6][CH:5]=[CH:4][CH:3]=2)=[O:8])[CH:10]([CH2:16][NH:17][C:18]([C:20]2[CH:21]=[CH:22][CH:23]=[C:24]3[C:29]=2[N:28]=[CH:27][CH:26]=[CH:25]3)=[O:19])[CH2:11][CH2:12]1)[C:37]1[CH:42]=[CH:41][CH:40]=[CH:39][CH:38]=1. (2) The product is: [NH2:63][C:62](=[N:61][C:27]([C:26]1[CH:25]=[C:24]([CH:32]=[CH:31][CH:30]=1)[CH2:23][O:22][NH:21][C:19]([CH:18]1[C:17]2[C:12](=[CH:13][CH:14]=[CH:15][CH:16]=2)[C:11](=[O:33])[N:10]([CH:34]2[CH2:39][CH2:38][CH2:37][CH2:36][CH:35]2[NH:40][S:41]([CH3:44])(=[O:42])=[O:43])[CH:9]1[C:3]1[CH:4]=[CH:5][C:6]([Cl:8])=[CH:7][C:2]=1[Cl:1])=[O:20])=[O:28])[NH2:64]. Given the reactants [Cl:1][C:2]1[CH:7]=[C:6]([Cl:8])[CH:5]=[CH:4][C:3]=1[CH:9]1[CH:18]([C:19]([NH:21][O:22][CH2:23][C:24]2[CH:25]=[C:26]([CH:30]=[CH:31][CH:32]=2)[C:27](O)=[O:28])=[O:20])[C:17]2[C:12](=[CH:13][CH:14]=[CH:15][CH:16]=2)[C:11](=[O:33])[N:10]1[CH:34]1[CH2:39][CH2:38][CH2:37][CH2:36][CH:35]1[NH:40][S:41]([CH3:44])(=[O:43])=[O:42].C1N=CN(C(N2C=NC=C2)=O)C=1.C(=O)(O)O.[NH2:61][C:62]([NH2:64])=[NH:63], predict the reaction product. (3) Given the reactants [Cl:1][C:2]1[CH:7]=[CH:6][N:5]=[C:4]2[N:8](S(C3C=CC(C)=CC=3)(=O)=O)[C:9]([C:11]3[C:15]4=[N:16][C:17]([O:22][CH3:23])=[C:18]([O:20][CH3:21])[CH:19]=[C:14]4[N:13]([CH2:24][CH2:25][N:26]4[CH2:31][CH2:30][N:29]([CH3:32])[CH2:28][CH2:27]4)[CH:12]=3)=[CH:10][C:3]=12.CO, predict the reaction product. The product is: [Cl:1][C:2]1[CH:7]=[CH:6][N:5]=[C:4]2[NH:8][C:9]([C:11]3[C:15]4=[N:16][C:17]([O:22][CH3:23])=[C:18]([O:20][CH3:21])[CH:19]=[C:14]4[N:13]([CH2:24][CH2:25][N:26]4[CH2:27][CH2:28][N:29]([CH3:32])[CH2:30][CH2:31]4)[CH:12]=3)=[CH:10][C:3]=12. (4) Given the reactants [Si:1]([O:8][C:9]1[CH:10]=[C:11]([CH:14]=[C:15](/[CH:17]=[CH:18]/[CH2:19][O:20][CH3:21])[CH:16]=1)[CH:12]=[O:13])([C:4]([CH3:7])([CH3:6])[CH3:5])([CH3:3])[CH3:2], predict the reaction product. The product is: [Si:1]([O:8][C:9]1[CH:10]=[C:11]([CH:14]=[C:15]([CH2:17][CH2:18][CH2:19][O:20][CH3:21])[CH:16]=1)[CH:12]=[O:13])([C:4]([CH3:7])([CH3:6])[CH3:5])([CH3:2])[CH3:3]. (5) Given the reactants [CH3:1][C:2]12[CH2:12][C:6]3([C:13]4[CH:18]=[C:17](Br)[CH:16]=[C:15](Br)[CH:14]=4)[CH2:7][C:8]([CH3:11])([CH2:10][C:4]([C:21]45[CH2:38][C:25]6([CH3:39])[CH2:26][C:27]([C:30]7[CH:35]=[C:34](Br)[CH:33]=[C:32](Br)[CH:31]=7)([CH2:29][C:23]([CH3:40])([CH2:24]6)[CH2:22]4)[CH2:28]5)([CH2:5]3)[CH2:3]1)[CH2:9]2.C1(P([C:54]2[CH:59]=CC=CC=2)C2C=CC=CC=2)C=CC=CC=1.[CH3:60][Si:61]([C:64]#[CH:65])([CH3:63])[CH3:62], predict the reaction product. The product is: [CH3:1][C:2]12[CH2:12][C:6]3([C:13]4[CH:18]=[C:17]([C:65]#[C:64][Si:61]([CH3:63])([CH3:62])[CH3:60])[CH:16]=[C:15]([C:65]#[C:64][Si:61]([CH3:63])([CH3:62])[CH3:60])[CH:14]=4)[CH2:7][C:8]([CH3:11])([CH2:10][C:4]([C:21]45[CH2:38][C:25]6([CH3:39])[CH2:26][C:27]([C:30]7[CH:35]=[C:34]([C:65]#[C:64][Si:61]([CH3:63])([CH3:62])[CH3:60])[CH:33]=[C:32]([C:54]#[C:59][Si:61]([CH3:63])([CH3:62])[CH3:60])[CH:31]=7)([CH2:29][C:23]([CH3:40])([CH2:24]6)[CH2:22]4)[CH2:28]5)([CH2:5]3)[CH2:3]1)[CH2:9]2. (6) Given the reactants C1(P(C2C=CC=CC=2)C2C3OC4C(=CC=CC=4P(C4C=CC=CC=4)C4C=CC=CC=4)C(C)(C)C=3C=CC=2)C=CC=CC=1.Br[C:44]1[CH:49]=[CH:48][C:47]([CH:50]2[S:56][CH2:55][CH2:54][NH:53][C:52]3[N:57]([CH3:66])[N:58]=[C:59]([C:60]4[CH:65]=[CH:64][CH:63]=[CH:62][N:61]=4)[C:51]2=3)=[C:46]([CH3:67])[CH:45]=1.C(=O)([O-])[O-].[Cs+].[Cs+].[CH3:74][S:75]([O-:77])=[O:76].[Na+], predict the reaction product. The product is: [CH3:66][N:57]1[C:52]2[NH:53][CH2:54][CH2:55][S:56][CH:50]([C:47]3[CH:48]=[CH:49][C:44]([S:75]([CH3:74])(=[O:77])=[O:76])=[CH:45][C:46]=3[CH3:67])[C:51]=2[C:59]([C:60]2[CH:65]=[CH:64][CH:63]=[CH:62][N:61]=2)=[N:58]1. (7) Given the reactants [NH2:1][CH2:2][CH:3]([NH2:5])[CH3:4].[S:6](Cl)([CH3:9])(=[O:8])=[O:7].C(N(CC)CC)C, predict the reaction product. The product is: [NH2:5][CH:3]([CH3:4])[CH2:2][NH:1][S:6]([CH3:9])(=[O:8])=[O:7].